Dataset: Reaction yield outcomes from USPTO patents with 853,638 reactions. Task: Predict the reaction yield, written as a fraction of the theoretical maximum amount of product (1.0 means a 100% yield; for example, 0.34 means a 34% yield). (1) The reactants are [H-].[Na+].[OH:3][CH:4]1[CH2:9][CH2:8][CH:7]([C:10]([O:12][CH2:13][CH3:14])=[O:11])[CH2:6][CH2:5]1.[F:15][C:16]1[CH:21]=[C:20](F)[CH:19]=[CH:18][C:17]=1[N+:23]([O-:25])=[O:24].O. The catalyst is CC(N(C)C)=O.C(OCC)(=O)C. The product is [CH2:13]([O:12][C:10]([C@H:7]1[CH2:6][CH2:5][C@@H:4]([O:3][C:20]2[CH:19]=[CH:18][C:17]([N+:23]([O-:25])=[O:24])=[C:16]([F:15])[CH:21]=2)[CH2:9][CH2:8]1)=[O:11])[CH3:14]. The yield is 0.110. (2) The reactants are [BH4-].[Na+].[F:3][C:4]1[CH:9]=[CH:8][C:7]([C:10](=[O:31])[CH:11]([CH2:17][C:18]2[CH:23]=[CH:22][C:21]([O:24][C:25]3[CH:30]=[CH:29][CH:28]=[CH:27][CH:26]=3)=[CH:20][CH:19]=2)[C:12]([O:14][CH2:15][CH3:16])=[O:13])=[CH:6][CH:5]=1.Cl. The catalyst is C(OCC)C.[Cl-].[Zn+2].[Cl-]. The product is [F:3][C:4]1[CH:5]=[CH:6][C:7]([CH:10]([OH:31])[CH:11]([CH2:17][C:18]2[CH:19]=[CH:20][C:21]([O:24][C:25]3[CH:30]=[CH:29][CH:28]=[CH:27][CH:26]=3)=[CH:22][CH:23]=2)[C:12]([O:14][CH2:15][CH3:16])=[O:13])=[CH:8][CH:9]=1. The yield is 0.850. (3) The catalyst is C1C=CC(P(C2C=CC=CC=2)[C-]2C=CC=C2)=CC=1.C1C=CC(P(C2C=CC=CC=2)[C-]2C=CC=C2)=CC=1.Cl[Pd]Cl.[Fe+2].O. The product is [F:23][C:13]1[C:12]2[C:11](=[O:24])[N:10]([C:6]3[C:7]([CH:8]=[O:9])=[C:2]([C:30]4[CH:29]=[C:28]([NH:41][C:42]5[CH:51]=[C:45]6[CH2:46][N:47]([CH3:50])[CH2:48][CH2:49][N:44]6[N:43]=5)[C:27](=[O:52])[N:26]([CH3:25])[CH:31]=4)[CH:3]=[CH:4][N:5]=3)[CH2:22][CH2:21][C:20]=2[N:19]2[C:14]=1[CH2:15][CH2:16][CH2:17][CH2:18]2. The reactants are Cl[C:2]1[C:7]([CH:8]=[O:9])=[C:6]([N:10]2[CH2:22][CH2:21][C:20]3[N:19]4[C:14]([CH2:15][CH2:16][CH2:17][CH2:18]4)=[C:13]([F:23])[C:12]=3[C:11]2=[O:24])[N:5]=[CH:4][CH:3]=1.[CH3:25][N:26]1[CH:31]=[C:30](B2OC(C)(C)C(C)(C)O2)[CH:29]=[C:28]([NH:41][C:42]2[CH:51]=[C:45]3[CH2:46][N:47]([CH3:50])[CH2:48][CH2:49][N:44]3[N:43]=2)[C:27]1=[O:52].C([O-])([O-])=O.[Na+].[Na+].CN(C=O)C. The yield is 0.560. (4) The product is [CH3:8][C:7]1[C:2]([C:18]2[CH:23]=[CH:22][N:21]=[C:20]([N:24]3[CH2:25][CH2:26][O:27][CH2:28][CH2:29]3)[CH:19]=2)=[CH:3][C:4]([NH2:9])=[CH:5][N:6]=1. The catalyst is COCCOC.C(=O)([O-])[O-].[Na+].[Na+].C1C=CC(P(C2C=CC=CC=2)[C-]2C=CC=C2)=CC=1.C1C=CC(P(C2C=CC=CC=2)[C-]2C=CC=C2)=CC=1.Cl[Pd]Cl.[Fe+2].C(Cl)Cl. The reactants are Br[C:2]1[CH:3]=[C:4]([NH2:9])[CH:5]=[N:6][C:7]=1[CH3:8].CC1(C)C(C)(C)OB([C:18]2[CH:23]=[CH:22][N:21]=[C:20]([N:24]3[CH2:29][CH2:28][O:27][CH2:26][CH2:25]3)[CH:19]=2)O1. The yield is 1.00. (5) The reactants are C([O:5][C:6]([N:8]1[CH2:13][CH:12]=[C:11]([C:14]2[CH:19]=[CH:18][C:17]([N+:20]([O-])=O)=[CH:16][CH:15]=2)[CH2:10][CH2:9]1)=O)(C)(C)C.[CH3:23]CN(CC)CC.C(OC(=O)C)(=O)C. The catalyst is C(Cl)Cl.C(O)(C(F)(F)F)=O. The product is [NH2:20][C:17]1[CH:18]=[CH:19][C:14]([CH:11]2[CH2:12][CH2:13][N:8]([C:6](=[O:5])[CH3:23])[CH2:9][CH2:10]2)=[CH:15][CH:16]=1. The yield is 0.650. (6) The reactants are [F-].C([N+](CCCC)(CCCC)CCCC)CCC.[CH2:19]([C:21]([C:45]1[CH:58]=[CH:57][C:48]([O:49][CH2:50][C@@H:51]2[O:55][C:54](=[O:56])[CH2:53][CH2:52]2)=[C:47]([CH3:59])[CH:46]=1)([C:24]1[CH:29]=[CH:28][C:27]([C:30]2[CH:35]=[CH:34][C:33]([C:36]([CH3:43])([O:38][Si](C)(C)C)[CH3:37])=[CH:32][CH:31]=2)=[C:26]([CH3:44])[CH:25]=1)[CH2:22][CH3:23])[CH3:20].C(OCC)(=[O:62])C. The catalyst is O1CCCC1. The product is [CH2:19]([C:21]([C:45]1[CH:58]=[CH:57][C:48]([O:49][CH2:50][C@H:51]([OH:62])[CH2:52][CH2:53][C:54]([OH:55])=[O:56])=[C:47]([CH3:59])[CH:46]=1)([C:24]1[CH:29]=[CH:28][C:27]([C:30]2[CH:35]=[CH:34][C:33]([C:36]([OH:38])([CH3:37])[CH3:43])=[CH:32][CH:31]=2)=[C:26]([CH3:44])[CH:25]=1)[CH2:22][CH3:23])[CH3:20]. The yield is 0.780. (7) The reactants are [C:1]1([NH:7][C:8]2[C:9](=O)[NH:10][C:11](=O)[NH:12][CH:13]=2)[CH:6]=[CH:5][CH:4]=[CH:3][CH:2]=1.[ClH:16].C(N(CC)CC)C.P(Cl)(Cl)([Cl:26])=O. No catalyst specified. The product is [Cl:16][C:11]1[N:10]=[C:9]([Cl:26])[C:8]([NH:7][C:1]2[CH:6]=[CH:5][CH:4]=[CH:3][CH:2]=2)=[CH:13][N:12]=1. The yield is 0.670.